Task: Predict the reaction yield, written as a fraction of the theoretical maximum amount of product (1.0 means a 100% yield; for example, 0.34 means a 34% yield).. Dataset: Reaction yield outcomes from USPTO patents with 853,638 reactions (1) The reactants are Cl[C:2]1[C:3]2[S:10][CH:9]=[C:8]([C:11]([NH:13][C:14]3[C:19]([F:20])=[CH:18][CH:17]=[C:16]([N:21]([CH2:27][C:28]4[CH:33]=[CH:32][C:31]([O:34][CH3:35])=[CH:30][CH:29]=4)[S:22]([CH2:25][CH3:26])(=[O:24])=[O:23])[C:15]=3[F:36])=[O:12])[C:4]=2[N:5]=[CH:6][N:7]=1.O1CCOCC1.[NH3:43]. No catalyst specified. The product is [NH2:43][C:2]1[C:3]2[S:10][CH:9]=[C:8]([C:11]([NH:13][C:14]3[C:19]([F:20])=[CH:18][CH:17]=[C:16]([N:21]([CH2:27][C:28]4[CH:33]=[CH:32][C:31]([O:34][CH3:35])=[CH:30][CH:29]=4)[S:22]([CH2:25][CH3:26])(=[O:24])=[O:23])[C:15]=3[F:36])=[O:12])[C:4]=2[N:5]=[CH:6][N:7]=1. The yield is 0.930. (2) The reactants are Br[CH2:2][C:3]([O:5][CH3:6])=[O:4].[CH2:7]([NH2:14])[C:8]1[CH:13]=[CH:12][CH:11]=[CH:10][CH:9]=1. The catalyst is C(Cl)Cl. The product is [CH3:6][O:5][C:3](=[O:4])[CH2:2][NH:14][CH2:7][C:8]1[CH:13]=[CH:12][CH:11]=[CH:10][CH:9]=1. The yield is 0.860. (3) The reactants are [CH3:1][C:2]1([C:8]([NH2:10])=O)[CH2:7][CH2:6][O:5][CH2:4][CH2:3]1.COC1C=CC(P2(SP(C3C=CC(OC)=CC=3)(=S)S2)=[S:20])=CC=1. The catalyst is C1COCC1. The product is [CH3:1][C:2]1([C:8](=[S:20])[NH2:10])[CH2:7][CH2:6][O:5][CH2:4][CH2:3]1. The yield is 0.187. (4) The product is [OH:22][CH2:21][C:20]1[C:15]([N:8]2[CH2:7][CH2:6][N:5]3[C:4]4[CH2:3][C:2]([CH3:1])([CH3:39])[CH2:13][C:12]=4[CH:11]=[C:10]3[C:9]2=[O:14])=[N:16][CH:17]=[CH:18][C:19]=1[C:23]1[CH:28]=[C:27]([NH:29][C:30]2[CH:35]=[C:34]([CH3:36])[N:33]=[CH:32][N:31]=2)[C:26](=[O:37])[N:25]([CH3:38])[CH:24]=1. The yield is 0.320. The reactants are [CH3:1][C:2]1([CH3:39])[CH2:13][C:12]2[CH:11]=[C:10]3[N:5]([CH2:6][CH2:7][N:8]([C:15]4[C:20]([CH:21]=[O:22])=[C:19]([C:23]5[CH:28]=[C:27]([NH:29][C:30]6[CH:35]=[C:34]([CH3:36])[N:33]=[CH:32][N:31]=6)[C:26](=[O:37])[N:25]([CH3:38])[CH:24]=5)[CH:18]=[CH:17][N:16]=4)[C:9]3=[O:14])[C:4]=2[CH2:3]1. The catalyst is O. (5) The reactants are [C:1]([C:3]1[C:4]([CH:19]([C:23]2[CH:28]=[CH:27][C:26]([Cl:29])=[C:25]([Cl:30])[CH:24]=2)[CH2:20][CH:21]=[O:22])=[C:5]([C:14]([O:16][CH2:17][CH3:18])=[O:15])[S:6][C:7]=1[N:8]1[CH2:13][CH2:12][O:11][CH2:10][CH2:9]1)#[N:2].[BH4-].[Na+]. The catalyst is C(O)C. The product is [C:1]([C:3]1[C:4]([CH:19]([C:23]2[CH:28]=[CH:27][C:26]([Cl:29])=[C:25]([Cl:30])[CH:24]=2)[CH2:20][CH2:21][OH:22])=[C:5]([C:14]([O:16][CH2:17][CH3:18])=[O:15])[S:6][C:7]=1[N:8]1[CH2:9][CH2:10][O:11][CH2:12][CH2:13]1)#[N:2]. The yield is 0.757. (6) The reactants are Cl[C:2]1[CH:3]=[N:4][CH:5]=[C:6](Cl)[C:7]=1[CH2:8][C:9]([C:11]1[C:20]2[O:19][CH2:18][CH2:17][O:16][C:15]=2[C:14]([O:21][CH3:22])=[CH:13][CH:12]=1)=[O:10].[H][H]. The catalyst is CN(C=O)C.[C].[Pd]. The product is [CH3:22][O:21][C:14]1[C:15]2[O:16][CH2:17][CH2:18][O:19][C:20]=2[C:11]([C:9](=[O:10])[CH2:8][C:7]2[CH:6]=[CH:5][N:4]=[CH:3][CH:2]=2)=[CH:12][CH:13]=1. The yield is 0.410.